From a dataset of Full USPTO retrosynthesis dataset with 1.9M reactions from patents (1976-2016). Predict the reactants needed to synthesize the given product. (1) Given the product [Cl:25][C:2]([Cl:1])([C:14]1[CH:15]=[C:16]([O:20][CH3:21])[CH:17]=[C:18]([Cl:26])[CH:19]=1)[C:3]1[CH:4]=[CH:5][N:9]=[CH:7][CH:8]=1, predict the reactants needed to synthesize it. The reactants are: [Cl:1][C:2]([Cl:25])([C:14]1[CH:19]=[CH:18][CH:17]=[C:16]([O:20][C:21](F)(F)F)[CH:15]=1)[C:3]1[CH:8]=[C:7]([N+:9]([O-])=O)C=[C:5](OC)[CH:4]=1.[Cl:26]C1C=C(C(C2C=CN=CC=2)=O)C=C(OC)C=1. (2) Given the product [F:16][C:11]1[CH:10]=[C:9]([N:5]2[CH2:4][C@H:3]([CH2:2][NH:1][C:24](=[O:26])[CH3:25])[O:7][C:6]2=[O:8])[CH:14]=[CH:13][C:12]=1[I:15], predict the reactants needed to synthesize it. The reactants are: [NH2:1][CH2:2][C@@H:3]1[O:7][C:6](=[O:8])[N:5]([C:9]2[CH:14]=[CH:13][C:12]([I:15])=[C:11]([F:16])[CH:10]=2)[CH2:4]1.C(N(CC)CC)C.[C:24](OC(=O)C)(=[O:26])[CH3:25]. (3) Given the product [CH2:11]([O:10][C:8]([C:7]1[C:2]([NH:27][CH:22]2[CH2:26][CH2:25][CH2:24][CH2:23]2)=[N:3][C:4]([S:13][CH3:14])=[N:5][CH:6]=1)=[O:9])[CH3:12], predict the reactants needed to synthesize it. The reactants are: Cl[C:2]1[C:7]([C:8]([O:10][CH2:11][CH3:12])=[O:9])=[CH:6][N:5]=[C:4]([S:13][CH3:14])[N:3]=1.C(N(CC)CC)C.[CH:22]1([NH2:27])[CH2:26][CH2:25][CH2:24][CH2:23]1.Cl. (4) Given the product [CH3:22][O:21][C:19](=[O:20])[C:18]([OH:23])([C:17]([F:25])([F:24])[F:16])[C:12]1[C:13](=[O:14])[N:9]([C:6]2[CH:5]=[CH:4][C:3]([O:2][CH3:1])=[CH:8][CH:7]=2)[NH:10][C:11]=1[CH3:15], predict the reactants needed to synthesize it. The reactants are: [CH3:1][O:2][C:3]1[CH:8]=[CH:7][C:6]([N:9]2[C:13](=[O:14])[CH:12]=[C:11]([CH3:15])[NH:10]2)=[CH:5][CH:4]=1.[F:16][C:17]([F:25])([F:24])[C:18](=[O:23])[C:19]([O:21][CH3:22])=[O:20]. (5) Given the product [CH2:1]([NH:3][C:4](=[O:5])[NH:6][C:7]1[N:12]=[CH:11][C:10]([C:13]2[CH:14]=[N:15][CH:16]=[C:17]([C:19]([NH:21][NH:22][C:41](=[O:42])[C@H:40]([NH:39][C:37](=[O:38])[O:36][C:32]([CH3:35])([CH3:34])[CH3:33])[CH:44]([CH3:46])[CH3:45])=[O:20])[CH:18]=2)=[C:9]([C:23]2[S:24][CH:25]=[C:26]([C:28]([F:31])([F:30])[F:29])[N:27]=2)[CH:8]=1)[CH3:2], predict the reactants needed to synthesize it. The reactants are: [CH2:1]([NH:3][C:4]([NH:6][C:7]1[N:12]=[CH:11][C:10]([C:13]2[CH:14]=[N:15][CH:16]=[C:17]([C:19]([NH:21][NH2:22])=[O:20])[CH:18]=2)=[C:9]([C:23]2[S:24][CH:25]=[C:26]([C:28]([F:31])([F:30])[F:29])[N:27]=2)[CH:8]=1)=[O:5])[CH3:2].[C:32]([O:36][C:37]([NH:39][C@H:40]([CH:44]([CH3:46])[CH3:45])[C:41](O)=[O:42])=[O:38])([CH3:35])([CH3:34])[CH3:33].